Dataset: Reaction yield outcomes from USPTO patents with 853,638 reactions. Task: Predict the reaction yield, written as a fraction of the theoretical maximum amount of product (1.0 means a 100% yield; for example, 0.34 means a 34% yield). (1) The reactants are [Cl:1][C:2]1[CH:8]=[CH:7][C:5]([NH2:6])=[C:4]([N+:9]([O-])=O)[C:3]=1[N:12]1[CH2:17][CH2:16][N:15]([CH3:18])[CH2:14][CH2:13]1.[BH4-].[Na+]. The catalyst is CCO.[Ni](Cl)Cl. The product is [Cl:1][C:2]1[C:3]([N:12]2[CH2:17][CH2:16][N:15]([CH3:18])[CH2:14][CH2:13]2)=[C:4]([NH2:9])[C:5]([NH2:6])=[CH:7][CH:8]=1. The yield is 0.740. (2) The reactants are [CH3:1][N:2]1[CH2:9][C@@H:8]2[C@@H:4]([N:5]([C:10]3[C:15]([N+:16]([O-])=O)=[CH:14][C:13]([NH:19][C:20]4[N:25]=[C:24]([C:26]5[C:34]6[C:29](=[CH:30][CH:31]=[CH:32][CH:33]=6)[N:28]([CH3:35])[CH:27]=5)[CH:23]=[CH:22][N:21]=4)=[C:12]([O:36][CH3:37])[CH:11]=3)[CH2:6][CH2:7]2)[CH2:3]1.[NH4+].[Cl-].O. The catalyst is C(O)C.[Fe]. The product is [CH3:1][N:2]1[CH2:9][C@@H:8]2[C@@H:4]([N:5]([C:10]3[CH:11]=[C:12]([O:36][CH3:37])[C:13]([NH:19][C:20]4[N:25]=[C:24]([C:26]5[C:34]6[C:29](=[CH:30][CH:31]=[CH:32][CH:33]=6)[N:28]([CH3:35])[CH:27]=5)[CH:23]=[CH:22][N:21]=4)=[CH:14][C:15]=3[NH2:16])[CH2:6][CH2:7]2)[CH2:3]1. The yield is 0.820. (3) The reactants are [N:1]1([CH2:7][C:8]([NH:10][C:11]2[CH:12]=[C:13]([CH:17]=[CH:18][C:19]=2[C:20]([F:23])([F:22])[F:21])[C:14](O)=[O:15])=[O:9])[CH2:6][CH2:5][O:4][CH2:3][CH2:2]1.[C:24]1([C:30]2[N:35]=[CH:34][C:33]([NH2:36])=[CH:32][CH:31]=2)[CH:29]=[CH:28][CH:27]=[CH:26][CH:25]=1.F[P-](F)(F)(F)(F)F.N1(O[P+](N2CCCC2)(N2CCCC2)N2CCCC2)C2C=CC=CC=2N=N1.C(N(C(C)C)CC)(C)C. The catalyst is CN(C=O)C.O. The product is [N:1]1([CH2:7][C:8]([NH:10][C:11]2[CH:12]=[C:13]([CH:17]=[CH:18][C:19]=2[C:20]([F:21])([F:22])[F:23])[C:14]([NH:36][C:33]2[CH:34]=[N:35][C:30]([C:24]3[CH:29]=[CH:28][CH:27]=[CH:26][CH:25]=3)=[CH:31][CH:32]=2)=[O:15])=[O:9])[CH2:2][CH2:3][O:4][CH2:5][CH2:6]1. The yield is 0.290.